This data is from Full USPTO retrosynthesis dataset with 1.9M reactions from patents (1976-2016). The task is: Predict the reactants needed to synthesize the given product. (1) The reactants are: [N:1]1[CH:6]=[CH:5][CH:4]=[C:3]([O:7][C:8]2[CH:9]=[CH:10][C:11]3[C:12]4[N:26](COCC[Si](C)(C)C)[N:25]=[CH:24][C:13]=4[C:14](=[O:23])[N:15]([CH2:18][C:19]([F:22])([F:21])[F:20])[C:16]=3[CH:17]=2)[CH:2]=1.N1C=CC=C(OC2C=CC3C4NN(COCC[Si](C)(C)C)CC=4C(=O)N(CC(F)(F)F)C=3C=2)C=1.[ClH:69]. Given the product [ClH:69].[N:1]1[CH:6]=[CH:5][CH:4]=[C:3]([O:7][C:8]2[CH:9]=[CH:10][C:11]3[C:12]4[C:13](=[CH:24][NH:25][N:26]=4)[C:14](=[O:23])[N:15]([CH2:18][C:19]([F:20])([F:21])[F:22])[C:16]=3[CH:17]=2)[CH:2]=1, predict the reactants needed to synthesize it. (2) Given the product [C:30]([O:29][C:27]([CH:24]1[CH2:23][CH2:22][N:21]([C:19]2[NH:20][C:4](=[O:15])[C:5]([C:6]([O:8][CH2:9][CH3:10])=[O:7])=[CH:11][C:18]=2[C:16]#[N:17])[CH2:26][CH2:25]1)=[O:28])([CH3:33])([CH3:31])[CH3:32], predict the reactants needed to synthesize it. The reactants are: C(O[C:4](=[O:15])[C:5](=[CH:11]OCC)[C:6]([O:8][CH2:9][CH3:10])=[O:7])C.[C:16]([CH2:18][C:19]([N:21]1[CH2:26][CH2:25][CH:24]([C:27]([O:29][C:30]([CH3:33])([CH3:32])[CH3:31])=[O:28])[CH2:23][CH2:22]1)=[NH:20])#[N:17]. (3) Given the product [CH3:1][O:2][C:3]1[CH:4]=[C:5]([C:6](=[O:7])[CH2:16][CH3:17])[CH:11]=[C:12]([O:14][CH3:15])[CH:13]=1, predict the reactants needed to synthesize it. The reactants are: [CH3:1][O:2][C:3]1[CH:4]=[C:5]([CH:11]=[C:12]([O:14][CH3:15])[CH:13]=1)[C:6](N(C)C)=[O:7].[CH2:16]([Mg]Cl)[CH3:17].